Task: Predict the product of the given reaction.. Dataset: Forward reaction prediction with 1.9M reactions from USPTO patents (1976-2016) (1) The product is: [C:19]([O:18][C:16]([NH:15][CH2:14][CH2:13][CH2:12][C@@H:11]([C:23]([NH:25][CH2:26][CH2:27][CH2:28][C@H:29]([NH:32][C:33]([O:35][C:36]([CH3:39])([CH3:38])[CH3:37])=[O:34])[CH2:30][OH:31])=[O:24])[NH2:10])=[O:17])([CH3:22])([CH3:21])[CH3:20]. Given the reactants C(OC(=O)[NH:10][C@H:11]([C:23]([NH:25][CH2:26][CH2:27][CH2:28][C@H:29]([NH:32][C:33]([O:35][C:36]([CH3:39])([CH3:38])[CH3:37])=[O:34])[CH2:30][OH:31])=[O:24])[CH2:12][CH2:13][CH2:14][NH:15][C:16]([O:18][C:19]([CH3:22])([CH3:21])[CH3:20])=[O:17])C1C=CC=CC=1, predict the reaction product. (2) Given the reactants [C:1]([O:5][C:6]([NH:8][C:9]1[N:10]=[CH:11][C:12]([CH2:15][NH:16][C:17]2[CH:18]=[C:19]([CH:23]=[CH:24][C:25]=2[CH3:26])[C:20]([OH:22])=O)=[N:13][CH:14]=1)=[O:7])([CH3:4])([CH3:3])[CH3:2].[CH3:27][N:28](C(ON1N=NC2C=CC=NC1=2)=[N+](C)C)C.F[P-](F)(F)(F)(F)F.CCN(C(C)C)C(C)C.Cl.CN, predict the reaction product. The product is: [CH3:26][C:25]1[CH:24]=[CH:23][C:19]([C:20](=[O:22])[NH:28][CH3:27])=[CH:18][C:17]=1[NH:16][CH2:15][C:12]1[N:13]=[CH:14][C:9]([NH:8][C:6](=[O:7])[O:5][C:1]([CH3:4])([CH3:3])[CH3:2])=[N:10][CH:11]=1.